This data is from Full USPTO retrosynthesis dataset with 1.9M reactions from patents (1976-2016). The task is: Predict the reactants needed to synthesize the given product. The reactants are: FC(F)(F)S(O[C:7]1[CH:8]([C:13]([O:15][CH2:16][CH3:17])=[O:14])[CH2:9][O:10][CH2:11][CH:12]=1)(=O)=O.[C:20]1(B(O)O)[CH:25]=[CH:24][CH:23]=[CH:22][CH:21]=1.C(=O)([O-])[O-].[K+].[K+]. Given the product [C:20]1([C:7]2[CH2:12][CH2:11][O:10][CH2:9][C:8]=2[C:13]([O:15][CH2:16][CH3:17])=[O:14])[CH:25]=[CH:24][CH:23]=[CH:22][CH:21]=1, predict the reactants needed to synthesize it.